This data is from Full USPTO retrosynthesis dataset with 1.9M reactions from patents (1976-2016). The task is: Predict the reactants needed to synthesize the given product. (1) Given the product [CH3:1][C:2]1[CH:3]=[C:4]([CH:26]=[CH:27][CH:28]=1)[CH2:5][C@@H:6]([C:23]([NH:47][C:45](=[O:46])[C@H:43]([CH2:42][O:41][CH2:40][C:36]1[CH:37]=[CH:38][CH:39]=[C:34]([C:32]([O:31][CH3:30])=[O:33])[CH:35]=1)[NH2:44])=[O:24])[NH:7][C:8](=[O:22])[CH:9]([C:10]1[CH:15]=[CH:14][CH:13]=[CH:12][CH:11]=1)[C:16]1[CH:21]=[CH:20][CH:19]=[CH:18][CH:17]=1, predict the reactants needed to synthesize it. The reactants are: [CH3:1][C:2]1[CH:3]=[C:4]([CH:26]=[CH:27][CH:28]=1)[CH2:5][C@@H:6]([C:23](O)=[O:24])[NH:7][C:8](=[O:22])[CH:9]([C:16]1[CH:21]=[CH:20][CH:19]=[CH:18][CH:17]=1)[C:10]1[CH:15]=[CH:14][CH:13]=[CH:12][CH:11]=1.Cl.[CH3:30][O:31][C:32]([C:34]1[CH:35]=[C:36]([CH2:40][O:41][CH2:42][C@@H:43]([C:45]([NH2:47])=[O:46])[NH2:44])[CH:37]=[CH:38][CH:39]=1)=[O:33].O.ON1C2C=CC=CC=2N=N1.CN1CCOCC1.Cl.CN(C)CCCN=C=NCC. (2) Given the product [CH:11]1([O:16][C:17]2[CH:22]=[C:21]([NH:23][C:24]([NH:10][CH2:9][CH2:8][CH2:7][N:6]3[C:2]([CH3:1])=[CH:3][N:4]=[CH:5]3)=[O:25])[CH:20]=[CH:19][C:18]=2[O:26][CH3:27])[CH2:12][CH2:13][CH2:14][CH2:15]1, predict the reactants needed to synthesize it. The reactants are: [CH3:1][C:2]1[N:6]([CH2:7][CH2:8][CH2:9][NH2:10])[CH:5]=[N:4][CH:3]=1.[CH:11]1([O:16][C:17]2[CH:22]=[C:21]([N:23]=[C:24]=[O:25])[CH:20]=[CH:19][C:18]=2[O:26][CH3:27])[CH2:15][CH2:14][CH2:13][CH2:12]1. (3) Given the product [Br:29][CH2:18][C:16]([C:2]1[CH:7]=[C:6]([N+:8]([O-:10])=[O:9])[CH:5]=[CH:4][N:3]=1)=[O:17], predict the reactants needed to synthesize it. The reactants are: Cl[C:2]1[CH:7]=[C:6]([N+:8]([O-:10])=[O:9])[CH:5]=[CH:4][N:3]=1.C([Sn](CCCC)(CCCC)[C:16]([O:18]CC)=[CH2:17])CCC.[Br:29]N1C(=O)CCC1=O.